This data is from Reaction yield outcomes from USPTO patents with 853,638 reactions. The task is: Predict the reaction yield, written as a fraction of the theoretical maximum amount of product (1.0 means a 100% yield; for example, 0.34 means a 34% yield). (1) The reactants are [CH3:1][O:2][C:3]1[CH:4]=[C:5]([O:15][C:16]2[CH:21]=[CH:20][C:19]([S:22]([CH3:25])(=[O:24])=[O:23])=[CH:18][CH:17]=2)[CH:6]=[C:7]2[C:11]=1[NH:10][C:9]([C:12]([OH:14])=O)=[CH:8]2.[NH4+].O[N:28]1C2C=CC=CC=2N=N1.Cl.C(N=C=NCCCN(C)C)C. The catalyst is CN(C)C=O. The product is [CH3:1][O:2][C:3]1[CH:4]=[C:5]([O:15][C:16]2[CH:17]=[CH:18][C:19]([S:22]([CH3:25])(=[O:24])=[O:23])=[CH:20][CH:21]=2)[CH:6]=[C:7]2[C:11]=1[NH:10][C:9]([C:12]([NH2:28])=[O:14])=[CH:8]2. The yield is 0.940. (2) The reactants are [Cl:1][C:2]1[CH:7]=[CH:6][CH:5]=[CH:4][C:3]=1[CH2:8][N:9]1[CH:13]=[C:12]([C:14]2[CH:19]=[C:18]([C:20]3[N:21]=[N:22][NH:23][N:24]=3)[CH:17]=[CH:16][N:15]=2)[N:11]=[CH:10]1.CI.[C:27](=O)([O-])[O-].[K+].[K+]. The catalyst is CN(C=O)C. The product is [Cl:1][C:2]1[CH:7]=[CH:6][CH:5]=[CH:4][C:3]=1[CH2:8][N:9]1[CH:13]=[C:12]([C:14]2[CH:19]=[C:18]([C:20]3[N:21]=[N:22][N:23]([CH3:27])[N:24]=3)[CH:17]=[CH:16][N:15]=2)[N:11]=[CH:10]1. The yield is 0.950. (3) The reactants are O[C:2]1([C:23]([F:26])([F:25])[F:24])[CH2:6][N:5]([C:7]2[CH:12]=[CH:11][C:10]([S:13]([CH3:16])(=[O:15])=[O:14])=[CH:9][CH:8]=2)[C:4]([C:17]2[CH:22]=[CH:21][CH:20]=[CH:19][CH:18]=2)=[N:3]1.O.C1(C)C=CC(S(O)(=O)=O)=CC=1. The catalyst is C1(C)C=CC=CC=1. The product is [CH3:16][S:13]([C:10]1[CH:9]=[CH:8][C:7]([N:5]2[CH:6]=[C:2]([C:23]([F:26])([F:25])[F:24])[N:3]=[C:4]2[C:17]2[CH:22]=[CH:21][CH:20]=[CH:19][CH:18]=2)=[CH:12][CH:11]=1)(=[O:15])=[O:14]. The yield is 0.600. (4) The reactants are Br[CH2:2][CH2:3][CH2:4][CH2:5][C:6]([O:8][CH2:9][CH3:10])=[O:7].[N-:11]=[N+:12]=[N-:13].[Na+]. The catalyst is CN(C)C=O.O. The product is [N:11]([CH2:2][CH2:3][CH2:4][CH2:5][C:6]([O:8][CH2:9][CH3:10])=[O:7])=[N+:12]=[N-:13]. The yield is 0.950. (5) The reactants are C(OC([NH:8][C:9]1([CH3:17])[C:13]2([CH2:15][CH2:14]2)[C:12](=[O:16])[NH:11][CH2:10]1)=O)(C)(C)C.C(O[K])(C)(C)C.[CH2:24](Cl)[C:25]1[CH:30]=[CH:29][CH:28]=[CH:27][CH:26]=1.O. The catalyst is CC(N(C)C)=O. The product is [NH2:8][C:9]1([CH3:17])[C:13]2([CH2:14][CH2:15]2)[C:12](=[O:16])[N:11]([CH2:24][C:25]2[CH:30]=[CH:29][CH:28]=[CH:27][CH:26]=2)[CH2:10]1. The yield is 0.901. (6) The reactants are [CH3:1][O:2][C:3]1[CH:4]=[C:5](B(O)O)[CH:6]=[C:7]([C:9]([F:12])([F:11])[F:10])[CH:8]=1.[F:16][C:17]1[CH:18]=[C:19]([CH:29]([NH:31][C:32]([C:34]2[N:35]=[C:36](Cl)[O:37][CH:38]=2)=[O:33])[CH3:30])[CH:20]=[C:21]([F:28])[C:22]=1[NH:23][S:24]([CH3:27])(=[O:26])=[O:25].C([O-])([O-])=O.[Cs+].[Cs+]. The catalyst is Cl[Pd](Cl)([P](C1C=CC=CC=1)(C1C=CC=CC=1)C1C=CC=CC=1)[P](C1C=CC=CC=1)(C1C=CC=CC=1)C1C=CC=CC=1. The product is [F:28][C:21]1[CH:20]=[C:19]([CH:29]([NH:31][C:32]([C:34]2[N:35]=[C:36]([C:5]3[CH:6]=[C:7]([C:9]([F:12])([F:11])[F:10])[CH:8]=[C:3]([O:2][CH3:1])[CH:4]=3)[O:37][CH:38]=2)=[O:33])[CH3:30])[CH:18]=[C:17]([F:16])[C:22]=1[NH:23][S:24]([CH3:27])(=[O:26])=[O:25]. The yield is 0.220. (7) The reactants are [F:1][C:2]([F:7])([F:6])[C:3]([OH:5])=[O:4].[F:8][C:9]([F:14])([F:13])[C:10]([OH:12])=[O:11].[F:15][C:16]([F:21])([F:20])[C:17]([OH:19])=[O:18].F[C:23](F)(F)[C:24]([OH:26])=O.[Cl:29][C:30]1[CH:31]=[N:32][C:33]2[NH:34][C:35]3[CH:36]=[N:37][CH:38]=[C:39]([CH:60]=3)[CH2:40][CH2:41][C:42]3[CH:50]=[C:46]([NH:47][C:48]=1[N:49]=2)[CH:45]=[CH:44][C:43]=3[NH:51][CH2:52][CH2:53][CH:54]1[CH2:59][CH2:58][NH:57][CH2:56][CH2:55]1.C(Cl)(=O)C. No catalyst specified. The product is [F:1][C:2]([F:7])([F:6])[C:3]([OH:5])=[O:4].[F:8][C:9]([F:14])([F:13])[C:10]([OH:12])=[O:11].[F:15][C:16]([F:21])([F:20])[C:17]([OH:19])=[O:18].[C:24]([N:57]1[CH2:58][CH2:59][CH:54]([CH2:53][CH2:52][NH:51][C:43]2[CH:44]=[CH:45][C:46]3[NH:47][C:48]4[N:49]=[C:33]([NH:34][C:35]5[CH:36]=[N:37][CH:38]=[C:39]([CH:60]=5)[CH2:40][CH2:41][C:42]=2[CH:50]=3)[N:32]=[CH:31][C:30]=4[Cl:29])[CH2:55][CH2:56]1)(=[O:26])[CH3:23]. The yield is 0.500.